Dataset: Catalyst prediction with 721,799 reactions and 888 catalyst types from USPTO. Task: Predict which catalyst facilitates the given reaction. Reactant: [CH3:1][C:2]1[C:7]([CH:8]([S:18]([C:21]2[CH:26]=[CH:25][CH:24]=[CH:23][CH:22]=2)(=[O:20])=[O:19])[C:9]2[C:14]([F:15])=[CH:13][CH:12]=[C:11]([F:16])[C:10]=2[F:17])=[CH:6][N:5]=[C:4]([C:27]([NH2:29])=[O:28])[CH:3]=1.C=O.[OH-].[Na+].[C:34](=O)([O-])[O-:35].[Na+].[Na+]. Product: [OH:35][CH2:34][NH:29][C:27]([C:4]1[CH:3]=[C:2]([CH3:1])[C:7]([CH:8]([S:18]([C:21]2[CH:26]=[CH:25][CH:24]=[CH:23][CH:22]=2)(=[O:19])=[O:20])[C:9]2[C:14]([F:15])=[CH:13][CH:12]=[C:11]([F:16])[C:10]=2[F:17])=[CH:6][N:5]=1)=[O:28]. The catalyst class is: 57.